Dataset: Reaction yield outcomes from USPTO patents with 853,638 reactions. Task: Predict the reaction yield, written as a fraction of the theoretical maximum amount of product (1.0 means a 100% yield; for example, 0.34 means a 34% yield). (1) The reactants are [OH:1][CH2:2][CH:3]1[CH2:7][CH2:6][CH2:5][N:4]1[CH2:8][C:9]#[N:10].[H-].[H-].[H-].[H-].[Li+].[Al+3]. The catalyst is C1COCC1. The product is [NH2:10][CH2:9][CH2:8][N:4]1[CH2:5][CH2:6][CH2:7][CH:3]1[CH2:2][OH:1]. The yield is 0.630. (2) The reactants are [Cl:1][C:2]1[CH:7]=[CH:6][C:5]([OH:8])=[CH:4][C:3]=1[N+:9]([O-:11])=[O:10].Br[C:13]1[CH:14]=[CH:15][C:16]([N+:19]([O-:21])=[O:20])=[N:17][CH:18]=1.C(=O)([O-])[O-].[Cs+].[Cs+]. The catalyst is CN(C)C=O. The product is [Cl:1][C:2]1[CH:7]=[CH:6][C:5]([O:8][C:13]2[CH:14]=[CH:15][C:16]([N+:19]([O-:21])=[O:20])=[N:17][CH:18]=2)=[CH:4][C:3]=1[N+:9]([O-:11])=[O:10]. The yield is 0.520. (3) The reactants are N1C=CC=CC=1.F.[CH3:8][O:9][C:10](=[O:47])[CH2:11][S:12][CH2:13][CH2:14][CH2:15][S:16][C@H:17]1[C:21](=[O:22])[CH2:20][C@@H:19]([O:23][Si](C(C)(C)C)(C)C)[C@@H:18]1/[CH:31]=[CH:32]/[C@@H:33]([O:39][Si](C(C)(C)C)(C)C)[CH2:34][CH2:35][CH2:36][CH2:37][CH3:38]. The catalyst is CC#N. The product is [CH3:8][O:9][C:10](=[O:47])[CH2:11][S:12][CH2:13][CH2:14][CH2:15][S:16][C@H:17]1[C:21](=[O:22])[CH2:20][C@@H:19]([OH:23])[C@@H:18]1/[CH:31]=[CH:32]/[C@@H:33]([OH:39])[CH2:34][CH2:35][CH2:36][CH2:37][CH3:38]. The yield is 0.900. (4) The reactants are [Cl:1][C:2]1[C:10]([C:11]([F:14])([F:13])[F:12])=[CH:9][C:5]([C:6]([NH2:8])=O)=[CH:4][C:3]=1[C:15]([F:18])([F:17])[F:16].COC1C=CC(P2(SP(C3C=CC(OC)=CC=3)(=S)S2)=[S:28])=CC=1. The catalyst is C1(C)C=CC=CC=1. The product is [Cl:1][C:2]1[C:10]([C:11]([F:14])([F:13])[F:12])=[CH:9][C:5]([C:6](=[S:28])[NH2:8])=[CH:4][C:3]=1[C:15]([F:18])([F:17])[F:16]. The yield is 0.950. (5) The reactants are Cl[C:2]1[C:3]([C:8]2([C:21]([O:23][CH3:24])=[O:22])[CH2:13][CH2:12][N:11]([C:14]([O:16][C:17]([CH3:20])([CH3:19])[CH3:18])=[O:15])[CH2:10][CH2:9]2)=[N:4][CH:5]=[CH:6][N:7]=1.[S:25]1[C:29]2[CH:30]=[CH:31][CH:32]=[CH:33][C:28]=2[N:27]=[C:26]1[NH:34][C:35]1[CH:40]=[CH:39][C:38]([OH:41])=[CH:37][CH:36]=1.C(=O)([O-])[O-].[Cs+].[Cs+].CS(C)=O. The catalyst is O. The product is [S:25]1[C:29]2[CH:30]=[CH:31][CH:32]=[CH:33][C:28]=2[N:27]=[C:26]1[NH:34][C:35]1[CH:40]=[CH:39][C:38]([O:41][C:2]2[C:3]([C:8]3([C:21]([O:23][CH3:24])=[O:22])[CH2:13][CH2:12][N:11]([C:14]([O:16][C:17]([CH3:20])([CH3:19])[CH3:18])=[O:15])[CH2:10][CH2:9]3)=[N:4][CH:5]=[CH:6][N:7]=2)=[CH:37][CH:36]=1. The yield is 0.393. (6) The reactants are Cl[C:2]1[C:7]([CH3:8])=[C:6]([Cl:9])[N:5]=[CH:4][N:3]=1.[N:10]1[C:15]2[CH2:16][CH2:17][NH:18][C:14]=2[CH:13]=[CH:12][N:11]=1.C(=O)([O-])[O-].[Cs+].[Cs+]. The catalyst is CN(C)C=O.O. The product is [Cl:9][C:6]1[N:5]=[CH:4][N:3]=[C:2]([N:18]2[C:14]3[CH:13]=[CH:12][N:11]=[N:10][C:15]=3[CH2:16][CH2:17]2)[C:7]=1[CH3:8]. The yield is 0.540.